From a dataset of Full USPTO retrosynthesis dataset with 1.9M reactions from patents (1976-2016). Predict the reactants needed to synthesize the given product. (1) The reactants are: CN(C(ON1N=NC2C=CC=NC1=2)=[N+](C)C)C.F[P-](F)(F)(F)(F)F.C(N(CC)C(C)C)(C)C.[ClH:34].[N:35]12[CH2:42][CH2:41][CH:38]([CH2:39][CH2:40]1)[C@@H:37]([NH:43][C:44]([C:46]1[S:47][C:48]3[C:54]([C:55]4[CH:56]=[C:57]([CH:61]=[CH:62][CH:63]=4)[C:58]([OH:60])=O)=[CH:53][CH:52]=[CH:51][C:49]=3[CH:50]=1)=[O:45])[CH2:36]2.[NH:64]1[CH2:69][CH2:68][O:67][CH2:66][CH2:65]1. Given the product [ClH:34].[N:35]12[CH2:40][CH2:39][CH:38]([CH2:41][CH2:42]1)[C@@H:37]([NH:43][C:44]([C:46]1[S:47][C:48]3[C:54]([C:55]4[CH:63]=[CH:62][CH:61]=[C:57]([C:58]([N:64]5[CH2:69][CH2:68][O:67][CH2:66][CH2:65]5)=[O:60])[CH:56]=4)=[CH:53][CH:52]=[CH:51][C:49]=3[CH:50]=1)=[O:45])[CH2:36]2, predict the reactants needed to synthesize it. (2) Given the product [F:22][C:2]([F:23])([O:33][C:27]1[CH:26]=[C:25]([F:24])[C:30]([F:31])=[C:29]([F:32])[CH:28]=1)[C:3]1[C:8]([F:9])=[CH:7][C:6]([C:10]23[O:17][CH2:16][C:13]([CH2:18][CH2:19][CH3:20])([CH2:14][O:15]2)[CH2:12][O:11]3)=[CH:5][C:4]=1[F:21], predict the reactants needed to synthesize it. The reactants are: Br[C:2]([F:23])([F:22])[C:3]1[C:8]([F:9])=[CH:7][C:6]([C:10]23[O:17][CH2:16][C:13]([CH2:18][CH2:19][CH3:20])([CH2:14][O:15]2)[CH2:12][O:11]3)=[CH:5][C:4]=1[F:21].[F:24][C:25]1[CH:26]=[C:27]([OH:33])[CH:28]=[C:29]([F:32])[C:30]=1[F:31].C(=O)([O-])[O-].[K+].[K+]. (3) Given the product [CH2:24]([N:5]([CH2:1][CH2:2][CH2:3][CH3:4])[C:6]1[CH:11]=[CH:10][C:9]([CH:12]=[CH:13][C:14]2[CH:21]=[CH:20][C:17]([CH:18]=[CH:35][C:34]3[C:33]([C:40]4[CH:45]=[CH:44][CH:43]=[CH:42][CH:41]=4)([C:36]([F:39])([F:37])[F:38])[O:32][C:31](=[C:46]([C:49]#[N:50])[C:47]#[N:48])[C:30]=3[C:28]#[N:29])=[CH:16][CH:15]=2)=[C:8]([O:22][CH3:23])[CH:7]=1)[CH2:25][CH2:26][CH3:27], predict the reactants needed to synthesize it. The reactants are: [CH2:1]([N:5]([CH2:24][CH2:25][CH2:26][CH3:27])[C:6]1[CH:11]=[CH:10][C:9]([CH:12]=[CH:13][C:14]2[CH:21]=[CH:20][C:17]([CH:18]=O)=[CH:16][CH:15]=2)=[C:8]([O:22][CH3:23])[CH:7]=1)[CH2:2][CH2:3][CH3:4].[C:28]([C:30]1[C:31](=[C:46]([C:49]#[N:50])[C:47]#[N:48])[O:32][C:33]([C:40]2[CH:45]=[CH:44][CH:43]=[CH:42][CH:41]=2)([C:36]([F:39])([F:38])[F:37])[C:34]=1[CH3:35])#[N:29]. (4) Given the product [Cl:1][C:2]1[CH:3]=[CH:4][C:5]([C:28]([F:29])([F:31])[F:30])=[C:6]([CH:27]=1)[CH2:7][N:8]1[CH2:13][CH2:12][NH:11][C:10]2[N:14]=[CH:15][C:16]([C:18]3[CH:19]=[C:20]([C:21]([N:41]4[CH2:42][CH2:43][N:38]([C:32]5[CH:37]=[CH:36][CH:35]=[CH:34][CH:33]=5)[CH2:39][CH2:40]4)=[O:23])[CH:24]=[CH:25][CH:26]=3)=[CH:17][C:9]1=2, predict the reactants needed to synthesize it. The reactants are: [Cl:1][C:2]1[CH:3]=[CH:4][C:5]([C:28]([F:31])([F:30])[F:29])=[C:6]([CH:27]=1)[CH2:7][N:8]1[CH2:13][CH2:12][NH:11][C:10]2[N:14]=[CH:15][C:16]([C:18]3[CH:19]=[C:20]([CH:24]=[CH:25][CH:26]=3)[C:21]([OH:23])=O)=[CH:17][C:9]1=2.[C:32]1([N:38]2[CH2:43][CH2:42][NH:41][CH2:40][CH2:39]2)[CH:37]=[CH:36][CH:35]=[CH:34][CH:33]=1. (5) Given the product [CH3:1][C:2]1[C:7]([CH2:8][S:9][C:10]2[NH:11][C:12]3[CH:13]=[CH:14][CH:15]=[CH:16][C:17]=3[N:18]=2)=[N:6][CH:5]=[CH:4][C:3]=1[O:20][CH2:21][C:22]([F:23])([F:25])[F:24], predict the reactants needed to synthesize it. The reactants are: [CH3:1][C:2]1[C:3]([O:20][CH2:21][C:22]([F:25])([F:24])[F:23])=[CH:4][CH:5]=[N:6][C:7]=1[CH2:8][S+:9]([O-])[C:10]1[NH:11][C:12]2[CH:13]=[CH:14][CH:15]=[CH:16][C:17]=2[N:18]=1. (6) Given the product [Br:8][C:4]1[CH:5]=[CH:6][CH:7]=[C:2]([C:26]2[S:22][CH:23]=[N:24][CH:25]=2)[N:3]=1, predict the reactants needed to synthesize it. The reactants are: Br[C:2]1[CH:7]=[CH:6][CH:5]=[C:4]([Br:8])[N:3]=1.C(O)(=O)C(C)(C)C.C(=O)([O-])[O-].[K+].[K+].[S:22]1[CH:26]=[CH:25][N:24]=[CH:23]1. (7) The reactants are: [OH:1][C:2]1[CH:7]=[CH:6][C:5]([S:8]([O-:11])(=[O:10])=[O:9])=[CH:4][CH:3]=1.[Na+:12].[OH-].[Na+]. Given the product [Na+:12].[CH2:4]([O:1][C:2]1[CH:7]=[CH:6][C:5]([S:8]([O-:11])(=[O:9])=[O:10])=[CH:4][CH:3]=1)[CH:3]=[C:2]=[CH:7][CH3:6], predict the reactants needed to synthesize it.